This data is from Reaction yield outcomes from USPTO patents with 853,638 reactions. The task is: Predict the reaction yield, written as a fraction of the theoretical maximum amount of product (1.0 means a 100% yield; for example, 0.34 means a 34% yield). The reactants are [C:1]([C:5]1[CH:13]=[CH:12][C:11]([N+:14]([O-])=O)=[CH:10][C:6]=1[C:7]([O-:9])=[O:8])([CH3:4])([CH3:3])[CH3:2].[CH:17]([O-])=O.[K+]. The catalyst is CCO.O.[Pd]. The product is [C:1]([C:5]1[CH:13]=[CH:12][C:11]([NH2:14])=[CH:10][C:6]=1[C:7]([O:9][CH3:17])=[O:8])([CH3:4])([CH3:3])[CH3:2]. The yield is 0.950.